Predict the reactants needed to synthesize the given product. From a dataset of Full USPTO retrosynthesis dataset with 1.9M reactions from patents (1976-2016). (1) Given the product [P:4]([CH2:9][C:10]1[CH:15]=[C:14]([C:16]([OH:18])=[O:17])[CH:13]=[C:12]([C:21]([OH:23])=[O:22])[CH:11]=1)([OH:6])([OH:5])=[O:3], predict the reactants needed to synthesize it. The reactants are: C([O:3][P:4]([CH2:9][C:10]1[CH:11]=[C:12]([C:21]([O:23]CC)=[O:22])[CH:13]=[C:14]([C:16]([O:18]CC)=[O:17])[CH:15]=1)([O:6]CC)=[O:5])C. (2) Given the product [C:1]([NH:5][C:6]1[C:7]([N:28]2[CH2:31][CH:30]([OH:32])[CH2:29]2)=[N:8][C:9]2[C:14]([N:15]=1)=[C:13]([C:16]1[NH:24][C:23]3[CH2:22][CH2:21][NH:20][C:19](=[O:25])[C:18]=3[CH:17]=1)[CH:12]=[CH:11][CH:10]=2)([CH3:4])([CH3:3])[CH3:2], predict the reactants needed to synthesize it. The reactants are: [C:1]([NH:5][C:6]1[C:7](Cl)=[N:8][C:9]2[C:14]([N:15]=1)=[C:13]([C:16]1[NH:24][C:23]3[CH2:22][CH2:21][NH:20][C:19](=[O:25])[C:18]=3[CH:17]=1)[CH:12]=[CH:11][CH:10]=2)([CH3:4])([CH3:3])[CH3:2].Cl.[NH:28]1[CH2:31][CH:30]([OH:32])[CH2:29]1.C(N(C(C)C)C(C)C)C. (3) The reactants are: C[O:2][C:3](=[O:30])[CH2:4][O:5][C:6]1[CH:11]=[CH:10][C:9]([S:12][CH2:13][C:14]2[CH:19]=[CH:18][C:17]([O:20][CH2:21][C:22]3[CH:27]=[CH:26][C:25]([Cl:28])=[CH:24][CH:23]=3)=[CH:16][CH:15]=2)=[CH:8][C:7]=1[CH3:29].[K+].[Br-]. Given the product [Cl:28][C:25]1[CH:24]=[CH:23][C:22]([CH2:21][O:20][C:17]2[CH:16]=[CH:15][C:14]([CH2:13][S:12][C:9]3[CH:10]=[CH:11][C:6]([O:5][CH2:4][C:3]([OH:30])=[O:2])=[C:7]([CH3:29])[CH:8]=3)=[CH:19][CH:18]=2)=[CH:27][CH:26]=1, predict the reactants needed to synthesize it. (4) Given the product [CH2:28]([N:3]1[N:2]=[N:1][C:5]([C:6]2[CH:7]=[C:8]([C:12]3[N:17]4[N:18]=[CH:19][C:20]([C:21]([C:23]5[S:24][CH:25]=[CH:26][CH:27]=5)=[O:22])=[C:16]4[N:15]=[CH:14][CH:13]=3)[CH:9]=[CH:10][CH:11]=2)=[N:4]1)[CH:29]([CH3:31])[CH3:30], predict the reactants needed to synthesize it. The reactants are: [NH:1]1[C:5]([C:6]2[CH:7]=[C:8]([C:12]3[N:17]4[N:18]=[CH:19][C:20]([C:21]([C:23]5[S:24][CH:25]=[CH:26][CH:27]=5)=[O:22])=[C:16]4[N:15]=[CH:14][CH:13]=3)[CH:9]=[CH:10][CH:11]=2)=[N:4][N:3]=[N:2]1.[CH2:28](Br)[CH:29]([CH3:31])[CH3:30]. (5) Given the product [NH2:31][C:29]1[CH:28]=[CH:27][C:26]([F:32])=[C:25]([C@:21]2([CH2:23][F:24])[C@H:20]3[C@H:18]([CH2:19]3)[S:17][C:16]([NH2:7])=[N:22]2)[CH:30]=1, predict the reactants needed to synthesize it. The reactants are: C(OC(=O)[N:7]([C:16]1[S:17][C@@H:18]2[C@H:20]([C@:21]([C:25]3[CH:30]=[C:29]([NH2:31])[CH:28]=[CH:27][C:26]=3[F:32])([CH2:23][F:24])[N:22]=1)[CH2:19]2)COCC[Si](C)(C)C)(C)(C)C.C(O)(C(F)(F)F)=O. (6) Given the product [C:5]1(=[O:7])[O:9][C:2](=[O:8])[CH:3]=[CH:4]1.[CH3:12][C:11]([CH2:13][C:14]([CH3:17])([CH3:16])[CH3:15])=[CH2:10], predict the reactants needed to synthesize it. The reactants are: [Na].[C:2]([OH:9])(=[O:8])/[CH:3]=[CH:4]\[C:5]([OH:7])=O.[CH3:10][C:11]([CH2:13][C:14]([CH3:17])([CH3:16])[CH3:15])=[CH2:12].